From a dataset of Catalyst prediction with 721,799 reactions and 888 catalyst types from USPTO. Predict which catalyst facilitates the given reaction. (1) Reactant: [Li+].CC([N-]C(C)C)C.[CH2:9]1[CH2:13][O:12][CH2:11][CH2:10]1.[Se:14]1C=CC=[C:15]1[C:19]1[Se:20][C:21]([C:24]2[Se:25][CH:26]=[CH:27][CH:28]=2)=[CH:22][CH:23]=1.CN([CH:32]=[O:33])C. Product: [CH:32]([C:26]1[Se:25][C:24]([C:21]2[Se:20][C:19]([C:15]3[Se:14][C:10]([CH:11]=[O:12])=[CH:9][CH:13]=3)=[CH:23][CH:22]=2)=[CH:28][CH:27]=1)=[O:33]. The catalyst class is: 13. (2) Reactant: Cl.[CH3:2][C@@H:3]1[CH2:8][C@H:7]([C:9]([O:11][CH3:12])=[O:10])[CH2:6][CH2:5][NH:4]1.C(N(C(C)C)CC)(C)C.[C:22]([O:26][C:27](O[C:27]([O:26][C:22]([CH3:25])([CH3:24])[CH3:23])=[O:28])=[O:28])([CH3:25])([CH3:24])[CH3:23].C(O)(=O)C(O)=O. Product: [CH3:2][C@@H:3]1[CH2:8][C@H:7]([C:9]([O:11][CH3:12])=[O:10])[CH2:6][CH2:5][N:4]1[C:27]([O:26][C:22]([CH3:25])([CH3:24])[CH3:23])=[O:28]. The catalyst class is: 4. (3) Reactant: [CH3:1][C:2]1[N:6]([C@H:7]2[CH2:13][C@H:12]3[N:14]([CH2:15][CH2:16][C@H:17]([NH:24][C:25]([CH:27]4[CH2:32][CH2:31][C:30]([F:34])([F:33])[CH2:29][CH2:28]4)=[O:26])[C:18]4[CH:19]=[CH:20][CH:21]=[CH:22][CH:23]=4)[C@H:9]([CH2:10][CH2:11]3)[CH2:8]2)[C:5]([CH:35]([CH3:37])[CH3:36])=[N:4][N:3]=1.P([O-])([O-])([O-])=O.N.CCCCCCC. Product: [CH:35]([C:5]1[N:6]([CH:7]2[CH2:13][CH:12]3[N:14]([CH2:15][CH2:16][C@H:17]([NH:24][C:25]([CH:27]4[CH2:28][CH2:29][C:30]([F:34])([F:33])[CH2:31][CH2:32]4)=[O:26])[C:18]4[CH:23]=[CH:22][CH:21]=[CH:20][CH:19]=4)[CH:9]([CH2:10][CH2:11]3)[CH2:8]2)[C:2]([CH3:1])=[N:3][N:4]=1)([CH3:36])[CH3:37]. The catalyst class is: 34. (4) Reactant: C(OC([N:8]1[CH2:12][C@@H:11]([O:13][C:14]2[CH:19]=[CH:18][CH:17]=[C:16]([Cl:20])[CH:15]=2)[CH2:10][C@H:9]1[C:21]([OH:23])=[O:22])=O)(C)(C)C. Product: [Cl:20][C:16]1[CH:15]=[C:14]([CH:19]=[CH:18][CH:17]=1)[O:13][C@@H:11]1[CH2:12][NH:8][C@H:9]([C:21]([OH:23])=[O:22])[CH2:10]1. The catalyst class is: 1.